From a dataset of Reaction yield outcomes from USPTO patents with 853,638 reactions. Predict the reaction yield, written as a fraction of the theoretical maximum amount of product (1.0 means a 100% yield; for example, 0.34 means a 34% yield). (1) The reactants are [F:1][C:2]1[CH:3]=[C:4]([C:8]2[N:13]=[CH:12][C:11]([C:14]([NH:16][C@H:17]3[C@H:21]([OH:22])[CH2:20][N:19](C(OC(C)(C)C)=O)[CH2:18]3)=[O:15])=[CH:10][CH:9]=2)[CH:5]=[CH:6][CH:7]=1.Cl. The catalyst is O1CCOCC1.CCOCC. The product is [F:1][C:2]1[CH:3]=[C:4]([C:8]2[CH:9]=[CH:10][C:11]([C:14]([NH:16][C@H:17]3[C@H:21]([OH:22])[CH2:20][NH:19][CH2:18]3)=[O:15])=[CH:12][N:13]=2)[CH:5]=[CH:6][CH:7]=1. The yield is 0.920. (2) The reactants are [C:1]1([NH:7][C:8]2[CH:13]=[CH:12][C:11]([CH2:14][C:15](Cl)=[N:16][OH:17])=[CH:10][CH:9]=2)[CH:6]=[CH:5][CH:4]=[CH:3][CH:2]=1.[C:19]([C:21]1[C:22]([NH2:28])=[N:23][C:24]([NH2:27])=[CH:25][CH:26]=1)#[CH:20].C(N(CC)CC)C. The catalyst is O1CCCC1. The product is [C:1]1([NH:7][C:8]2[CH:13]=[CH:12][C:11]([CH2:14][C:15]3[CH:20]=[C:19]([C:21]4[C:22]([NH2:28])=[N:23][C:24]([NH2:27])=[CH:25][CH:26]=4)[O:17][N:16]=3)=[CH:10][CH:9]=2)[CH:6]=[CH:5][CH:4]=[CH:3][CH:2]=1. The yield is 0.520. (3) The reactants are [F:1][C:2]1[CH:7]=[CH:6][C:5]([C:8]2[N:9]=[C:10]3[C:15]([CH3:16])=[C:14]([CH3:17])[C:13]([N:18]4[CH2:23][CH2:22][N:21]([C:24]([O:26][C:27]([CH3:30])([CH3:29])[CH3:28])=[O:25])[CH2:20][CH2:19]4)=[N:12][N:11]3[C:31]=2I)=[CH:4][CH:3]=1.O1CCCC1.C(=O)([O-])[O-].[Cs+].[Cs+].[N:44]1[CH:49]=[CH:48][C:47](B(O)O)=[CH:46][CH:45]=1. The catalyst is C1C=CC(P(C2C=CC=CC=2)[C-]2C=CC=C2)=CC=1.C1C=CC(P(C2C=CC=CC=2)[C-]2C=CC=C2)=CC=1.Cl[Pd]Cl.[Fe+2].O.ClCCl. The product is [F:1][C:2]1[CH:7]=[CH:6][C:5]([C:8]2[N:9]=[C:10]3[C:15]([CH3:16])=[C:14]([CH3:17])[C:13]([N:18]4[CH2:23][CH2:22][N:21]([C:24]([O:26][C:27]([CH3:30])([CH3:29])[CH3:28])=[O:25])[CH2:20][CH2:19]4)=[N:12][N:11]3[C:31]=2[C:47]2[CH:48]=[CH:49][N:44]=[CH:45][CH:46]=2)=[CH:4][CH:3]=1. The yield is 0.730.